From a dataset of Reaction yield outcomes from USPTO patents with 853,638 reactions. Predict the reaction yield, written as a fraction of the theoretical maximum amount of product (1.0 means a 100% yield; for example, 0.34 means a 34% yield). (1) The reactants are [CH3:1][O:2][C:3]1[CH:8]=[CH:7][C:6]([C:9]2[C:14]([C:15]3[CH:20]=[CH:19][C:18]([O:21][CH3:22])=[CH:17][CH:16]=3)=[N:13][N:12]([CH2:23][CH2:24][C:25]([OH:27])=O)[C:11](=[O:28])[CH:10]=2)=[CH:5][CH:4]=1.C(Cl)(=O)C(Cl)=O.[CH2:35]([NH2:42])[C:36]1[CH:41]=[CH:40][CH:39]=[CH:38][CH:37]=1. No catalyst specified. The product is [CH3:1][O:2][C:3]1[CH:8]=[CH:7][C:6]([C:9]2[C:14]([C:15]3[CH:16]=[CH:17][C:18]([O:21][CH3:22])=[CH:19][CH:20]=3)=[N:13][N:12]([CH2:23][CH2:24][C:25]([NH:42][CH2:35][C:36]3[CH:41]=[CH:40][CH:39]=[CH:38][CH:37]=3)=[O:27])[C:11](=[O:28])[CH:10]=2)=[CH:5][CH:4]=1. The yield is 0.522. (2) The yield is 0.660. No catalyst specified. The product is [CH3:32][NH:33][C:29]([C:10]1[N:11]([CH3:28])[C:12]([CH2:16][NH:17][S:18]([C:21]2[CH:26]=[CH:25][C:24]([Cl:27])=[CH:23][CH:22]=2)(=[O:20])=[O:19])=[CH:13][C:14](=[O:15])[C:9]=1[O:8][CH2:1][C:2]1[CH:7]=[CH:6][CH:5]=[CH:4][CH:3]=1)=[O:31]. The reactants are [CH2:1]([O:8][C:9]1[C:14](=[O:15])[CH:13]=[C:12]([CH2:16][NH:17][S:18]([C:21]2[CH:26]=[CH:25][C:24]([Cl:27])=[CH:23][CH:22]=2)(=[O:20])=[O:19])[N:11]([CH3:28])[C:10]=1[C:29]([OH:31])=O)[C:2]1[CH:7]=[CH:6][CH:5]=[CH:4][CH:3]=1.[CH3:32][NH:33]C(C1N(C)C(C(S(C2C=CC=CC=2)(=O)=O)N)=CC(=O)C=1OCC1C=CC=CC=1)=O.